This data is from Reaction yield outcomes from USPTO patents with 853,638 reactions. The task is: Predict the reaction yield, written as a fraction of the theoretical maximum amount of product (1.0 means a 100% yield; for example, 0.34 means a 34% yield). (1) The yield is 0.560. The product is [Br:1][C:2]1[CH:9]=[CH:8][C:5]([C:6]#[N:7])=[CH:4][C:3]=1[N+:10]([O-:12])=[O:11]. The reactants are [Br:1][C:2]1[CH:9]=[CH:8][C:5]([C:6]#[N:7])=[CH:4][CH:3]=1.[N+:10]([O-])([OH:12])=[O:11]. The catalyst is OS(O)(=O)=O. (2) The reactants are [C:1]([C:4]1[C:23](=[O:24])[C@@:8]2([CH3:25])[C:9]3[C:15]([O:16][CH3:17])=[CH:14][C:13]([O:18][CH3:19])=[C:12]([C:20]([NH2:22])=[O:21])[C:10]=3[O:11][C:7]2=[CH:6][C:5]=1[OH:26])(=[O:3])[CH3:2].[CH3:27][C:28]1[CH:37]=[CH:36][C:35]2[C:30](=[CH:31][CH:32]=[CH:33][CH:34]=2)[C:29]=1[CH:38]=O.C([SiH](CC)CC)C.FC(F)(F)C(O)=O. The catalyst is C(#N)C. The product is [C:1]([C:4]1[C:23](=[O:24])[C@@:8]2([CH3:25])[C:9]3[C:15]([O:16][CH3:17])=[CH:14][C:13]([O:18][CH3:19])=[C:12]([C:20]([NH:22][CH2:38][C:29]4[C:30]5[C:35](=[CH:34][CH:33]=[CH:32][CH:31]=5)[CH:36]=[CH:37][C:28]=4[CH3:27])=[O:21])[C:10]=3[O:11][C:7]2=[CH:6][C:5]=1[OH:26])(=[O:3])[CH3:2]. The yield is 0.520. (3) The reactants are Br[C:2]1[C:10]2[S:9][C:8]([NH:11][C:12]([C:14]3[S:15][C:16]([CH3:19])=[CH:17][CH:18]=3)=[O:13])=[N:7][C:6]=2[C:5]([O:20][CH3:21])=[CH:4][CH:3]=1.[N:22]1[CH:27]=[CH:26][C:25](B(O)O)=[CH:24][CH:23]=1. No catalyst specified. The product is [CH3:21][O:20][C:5]1[C:6]2[N:7]=[C:8]([NH:11][C:12]([C:14]3[S:15][C:16]([CH3:19])=[CH:17][CH:18]=3)=[O:13])[S:9][C:10]=2[C:2]([C:24]2[CH:23]=[N:22][CH:27]=[CH:26][CH:25]=2)=[CH:3][CH:4]=1. The yield is 0.0800. (4) The reactants are [C:1]([C:5]1[NH:6][C:7]2[C:12]([CH:13]=1)=[CH:11][C:10]([N+:14]([O-])=O)=[CH:9][C:8]=2[F:17])([CH3:4])([CH3:3])[CH3:2]. The catalyst is CO.[Ni]. The product is [C:1]([C:5]1[NH:6][C:7]2[C:12]([CH:13]=1)=[CH:11][C:10]([NH2:14])=[CH:9][C:8]=2[F:17])([CH3:4])([CH3:2])[CH3:3]. The yield is 0.240. (5) The reactants are Br[C:2]1[CH:7]=[CH:6][C:5]2[O:8][CH2:9][O:10][C:4]=2[CH:3]=1.[CH2:11]([NH2:17])[C:12]1[O:16][CH:15]=[CH:14][CH:13]=1. No catalyst specified. The product is [CH2:9]1[O:8][C:5]2[CH:6]=[CH:7][C:2]([NH:17][CH2:11][C:12]3[O:16][CH:15]=[CH:14][CH:13]=3)=[CH:3][C:4]=2[O:10]1. The yield is 0.870.